This data is from Catalyst prediction with 721,799 reactions and 888 catalyst types from USPTO. The task is: Predict which catalyst facilitates the given reaction. (1) Reactant: [F:1][CH:2]([F:23])[O:3][C:4]1[CH:5]=[C:6](B2OCC(C)(C)CO2)[CH:7]=[C:8]([CH:10]2[O:14][CH2:13][CH2:12][O:11]2)[CH:9]=1.[OH-:24].[Na+].OO.Cl. Product: [F:1][CH:2]([F:23])[O:3][C:4]1[CH:5]=[C:6]([OH:24])[CH:7]=[C:8]([CH:10]2[O:14][CH2:13][CH2:12][O:11]2)[CH:9]=1. The catalyst class is: 1. (2) Reactant: [C:1]([NH:4][C:5]1[CH:14]=[CH:13][C:12]2[C:7](=[CH:8][C:9]([CH2:15]Br)=[CH:10][CH:11]=2)[N:6]=1)(=[O:3])[CH3:2].[C-:17]#[N:18].[Na+]. Product: [C:1]([NH:4][C:5]1[CH:14]=[CH:13][C:12]2[C:7](=[CH:8][C:9]([CH2:15][C:17]#[N:18])=[CH:10][CH:11]=2)[N:6]=1)(=[O:3])[CH3:2]. The catalyst class is: 3. (3) Reactant: [Br:1][C:2]1[CH:23]=[C:22]([Cl:24])[CH:21]=[CH:20][C:3]=1[CH2:4][CH2:5][NH:6][CH2:7][CH:8]([C:10]1[CH:15]=[CH:14][CH:13]=[CH:12][C:11]=1[NH:16]C(=O)C)[OH:9].C[O-].[Na+]. Product: [NH2:16][C:11]1[CH:12]=[CH:13][CH:14]=[CH:15][C:10]=1[CH:8]([OH:9])[CH2:7][NH:6][CH2:5][CH2:4][C:3]1[CH:20]=[CH:21][C:22]([Cl:24])=[CH:23][C:2]=1[Br:1]. The catalyst class is: 5. (4) Product: [CH3:1][N:2]1[C:7]2[N:8]=[CH:9][N:10]=[CH:11][C:6]=2[CH:5]=[C:4]([C:14]2[CH:19]=[CH:18][CH:17]=[C:16]([N+:20]([O-:22])=[O:21])[CH:15]=2)[C:3]1=[O:23]. Reactant: [CH3:1][N:2]1[C:7]2[N:8]=[C:9](SC)[N:10]=[CH:11][C:6]=2[CH:5]=[C:4]([C:14]2[CH:19]=[CH:18][CH:17]=[C:16]([N+:20]([O-:22])=[O:21])[CH:15]=2)[C:3]1=[O:23]. The catalyst class is: 319. (5) Reactant: [CH2:1]([NH2:8])[C:2]1[CH:7]=[CH:6][CH:5]=[CH:4][CH:3]=1.F[C:10]1[CH:11]=[C:12]([CH:18]=[CH:19][C:20]=1[N+:21]([O-:23])=[O:22])[C:13]([O:15][CH2:16][CH3:17])=[O:14]. Product: [CH2:1]([NH:8][C:10]1[CH:11]=[C:12]([CH:18]=[CH:19][C:20]=1[N+:21]([O-:23])=[O:22])[C:13]([O:15][CH2:16][CH3:17])=[O:14])[C:2]1[CH:7]=[CH:6][CH:5]=[CH:4][CH:3]=1. The catalyst class is: 39. (6) Reactant: C1(C(C2C=CC=CC=2)([C:8]2[C:9]([NH:11][C:12](=[O:14])[CH:13]=2)=[O:10])[C:8]2[C:9]([NH:11][C:12](=[O:14])[CH:13]=2)=[O:10])C=CC=CC=1.[CH2:28]([C:31]1[C:32]([CH2:48][CH:49]=[CH2:50])=[C:33]([CH:35]=[CH:36][C:37]=1[C:38]([C:41]1[CH:46]=[CH:45][C:44]([OH:47])=[CH:43][CH:42]=1)([CH3:40])[CH3:39])[OH:34])[CH:29]=[CH2:30]. Product: [CH:42]1[C:41]([CH2:38][C:37]2[CH:31]=[CH:32][C:33]([N:11]3[C:9](=[O:10])[CH:8]=[CH:13][C:12]3=[O:14])=[CH:35][CH:36]=2)=[CH:46][CH:45]=[C:44]([N:11]2[C:12](=[O:14])[CH:13]=[CH:8][C:9]2=[O:10])[CH:43]=1.[CH2:28]([C:31]1[C:32]([CH2:48][CH:49]=[CH2:50])=[C:33]([CH:35]=[CH:36][C:37]=1[C:38]([C:41]1[CH:42]=[CH:43][C:44]([OH:47])=[CH:45][CH:46]=1)([CH3:40])[CH3:39])[OH:34])[CH:29]=[CH2:30]. The catalyst class is: 60. (7) Reactant: [CH2:1]([O:3][C:4](=[O:35])[C@@H:5]([NH:17][C:18]([O:20][CH2:21][CH:22]1[C:34]2[CH:33]=[CH:32][CH:31]=[CH:30][C:29]=2[C:28]2[C:23]1=[CH:24][CH:25]=[CH:26][CH:27]=2)=[O:19])[CH2:6][CH2:7][CH2:8][NH:9]C(OC(C)(C)C)=O)[CH3:2].Cl.O1CCOCC1. Product: [CH2:1]([O:3][C:4](=[O:35])[C@@H:5]([NH:17][C:18]([O:20][CH2:21][CH:22]1[C:34]2[CH:33]=[CH:32][CH:31]=[CH:30][C:29]=2[C:28]2[C:23]1=[CH:24][CH:25]=[CH:26][CH:27]=2)=[O:19])[CH2:6][CH2:7][CH2:8][NH2:9])[CH3:2]. The catalyst class is: 8.